Dataset: Full USPTO retrosynthesis dataset with 1.9M reactions from patents (1976-2016). Task: Predict the reactants needed to synthesize the given product. (1) The reactants are: [Cl:1][C:2]1[CH:3]=[C:4]([CH2:8][CH2:9][NH:10][C:11](=[O:25])[C:12]2[CH:17]=[CH:16][C:15]([N:18]3[CH:22]=[C:21]([CH3:23])[N:20]=[CH:19]3)=[C:14]([OH:24])[CH:13]=2)[CH:5]=[CH:6][CH:7]=1.Br.O[C:28]1[CH:29]=C(C=C[C:36]=1N1C=C(C)N=C1)C(O)=O.ClC1C=C(CCN)C=CC=1.N1(O)C2C=CC=CC=2N=N1.C(N(C(C)C)CC)(C)C.Cl.CN(C)CCCN=C=NCC. Given the product [Cl:1][C:2]1[CH:3]=[C:4]([CH2:8][CH2:9][NH:10][C:11](=[O:25])[C:12]2[CH:17]=[CH:16][C:15]([N:18]3[CH:22]=[C:21]([CH3:23])[N:20]=[CH:19]3)=[C:14]([O:24][CH2:29][C:28]#[CH:36])[CH:13]=2)[CH:5]=[CH:6][CH:7]=1, predict the reactants needed to synthesize it. (2) Given the product [OH:13][C:10]1[C:7]2[C:2](=[CH:3][CH:4]=[C:5]([O:8][CH3:9])[N:6]=2)[N:1]=[CH:12][CH:11]=1, predict the reactants needed to synthesize it. The reactants are: [NH2:1][C:2]1[CH:3]=[CH:4][C:5]([O:8][CH3:9])=[N:6][CH:7]=1.[C:10](OC)(=[O:13])[C:11]#[CH:12].C(OCC)C. (3) Given the product [CH3:13][O:12][CH2:10][CH2:7][CH2:8][NH:9][C:6]1[CH:5]=[C:4]([CH:2]([CH3:3])[CH3:1])[N:9]=[CH:8][C:7]=1[C:10]([O:12][CH2:13][CH3:14])=[O:11], predict the reactants needed to synthesize it. The reactants are: [CH3:1][CH:2]([C:4]1[NH:9][CH:8]=[C:7]([C:10]([O:12][CH2:13][CH3:14])=[O:11])[C:6](=O)[CH:5]=1)[CH3:3]. (4) Given the product [OH:6][C@H:5]([CH2:4][OH:3])[CH2:7][O:8][NH:9][C:10]([C:12]1[S:20][C:15]2=[CH:16][N:17]=[CH:18][CH:19]=[C:14]2[C:13]=1[NH:21][C:22]1[CH:27]=[CH:26][C:25]([Br:28])=[CH:24][C:23]=1[F:29])=[O:11], predict the reactants needed to synthesize it. The reactants are: CC1(C)[O:6][C@@H:5]([CH2:7][O:8][NH:9][C:10]([C:12]2[S:20][C:15]3=[CH:16][N:17]=[CH:18][CH:19]=[C:14]3[C:13]=2[NH:21][C:22]2[CH:27]=[CH:26][C:25]([Br:28])=[CH:24][C:23]=2[F:29])=[O:11])[CH2:4][O:3]1. (5) Given the product [F:1][C:2]1[C:3]([NH:18][C@@H:19]2[CH2:24][CH2:23][CH2:22][N:21]([C:25](=[O:28])[CH:26]=[CH2:27])[CH2:20]2)=[N:4][C:5]([NH:8][C:9]2[CH:10]=[C:11]3[C:15](=[CH:16][CH:17]=2)[CH2:14][N:13]([CH:32]2[CH2:33][CH2:34][O:29][CH2:30][CH2:31]2)[CH2:12]3)=[N:6][CH:7]=1, predict the reactants needed to synthesize it. The reactants are: [F:1][C:2]1[C:3]([NH:18][C@@H:19]2[CH2:24][CH2:23][CH2:22][N:21]([C:25](=[O:28])[CH:26]=[CH2:27])[CH2:20]2)=[N:4][C:5]([NH:8][C:9]2[CH:10]=[C:11]3[C:15](=[CH:16][CH:17]=2)[CH2:14][NH:13][CH2:12]3)=[N:6][CH:7]=1.[O:29]1[CH2:34][CH2:33][C:32](=O)[CH2:31][CH2:30]1.[BH3-]C#N.[Na+]. (6) Given the product [C:1]([O:5][C:6]([N:8]1[CH2:13][CH2:12][CH:11]([C:14]2[S:15][CH:16]=[CH:17][C:18]=2[C:19]([O:21][CH3:22])=[O:20])[CH2:10][CH2:9]1)=[O:7])([CH3:4])([CH3:3])[CH3:2], predict the reactants needed to synthesize it. The reactants are: [C:1]([O:5][C:6]([N:8]1[CH2:13][CH:12]=[C:11]([C:14]2[S:15][CH:16]=[CH:17][C:18]=2[C:19]([O:21][CH3:22])=[O:20])[CH2:10][CH2:9]1)=[O:7])([CH3:4])([CH3:3])[CH3:2]. (7) Given the product [NH2:54][C:52]1[N:53]=[C:48]([NH:1][CH2:46][CH2:44][CH2:45][N:14]2[CH:15]=[C:11]([C:5]3[CH:6]=[CH:7][C:8]([Cl:10])=[CH:9][C:4]=3[Cl:3])[C:12]([N:30]3[CH2:35][CH2:34][N:33]([CH3:36])[CH2:32][C:31]3=[O:37])=[CH:13]2)[CH:49]=[CH:50][C:51]=1[N+:55]([O-:57])=[O:56], predict the reactants needed to synthesize it. The reactants are: [NH2:1]N.[Cl:3][C:4]1[CH:9]=[C:8]([Cl:10])[CH:7]=[CH:6][C:5]=1[C:11]1[C:12]([N:30]2[CH2:35][CH2:34][N:33]([CH3:36])[CH2:32][C:31]2=[O:37])=[C:13](CCCN2C(=O)C3C=CC=CC=3C2=O)[NH:14][CH:15]=1.CCN([CH:44]([CH3:46])[CH3:45])C(C)C.Cl[C:48]1[N:53]=[C:52]([NH2:54])[C:51]([N+:55]([O-:57])=[O:56])=[CH:50][CH:49]=1.